Dataset: Reaction yield outcomes from USPTO patents with 853,638 reactions. Task: Predict the reaction yield, written as a fraction of the theoretical maximum amount of product (1.0 means a 100% yield; for example, 0.34 means a 34% yield). (1) The reactants are C([O:3][C:4](=[O:39])[CH2:5][CH2:6][CH2:7][CH2:8][CH2:9][O:10][C:11]1[CH:16]=[CH:15][C:14]([C:17]([CH2:36][CH3:37])([C:20]2[CH:25]=[CH:24][C:23]([C:26]#[C:27][C:28]3([OH:34])[CH2:33][CH2:32][CH2:31][CH2:30][CH2:29]3)=[C:22]([CH3:35])[CH:21]=2)[CH2:18][CH3:19])=[CH:13][C:12]=1[CH3:38])C.[OH-].[K+].[NH4+].[Cl-]. The catalyst is CO. The product is [CH2:18]([C:17]([C:14]1[CH:15]=[CH:16][C:11]([O:10][CH2:9][CH2:8][CH2:7][CH2:6][CH2:5][C:4]([OH:39])=[O:3])=[C:12]([CH3:38])[CH:13]=1)([C:20]1[CH:25]=[CH:24][C:23]([C:26]#[C:27][C:28]2([OH:34])[CH2:33][CH2:32][CH2:31][CH2:30][CH2:29]2)=[C:22]([CH3:35])[CH:21]=1)[CH2:36][CH3:37])[CH3:19]. The yield is 0.750. (2) The reactants are Cl[CH2:2][CH2:3][CH2:4][S:5]([N:8]([CH2:18][C:19]1[CH:24]=[CH:23][C:22]([O:25][CH3:26])=[CH:21][CH:20]=1)[CH2:9][C:10]1[CH:15]=[CH:14][C:13]([O:16][CH3:17])=[CH:12][CH:11]=1)(=[O:7])=[O:6].[Cl:27][C:28]1[CH:56]=[CH:55][C:31]([O:32][C:33]2[CH:38]=[CH:37][C:36]([N:39]3[C@@H:43]([C:44]4[CH:49]=[CH:48][CH:47]=[C:46]([C:50]([F:53])([F:52])[F:51])[CH:45]=4)[CH2:42][NH:41][C:40]3=[O:54])=[CH:35][CH:34]=2)=[CH:30][CH:29]=1.C([O-])([O-])=O.[Cs+].[Cs+].O. The catalyst is CN(C=O)C. The product is [Cl:27][C:28]1[CH:29]=[CH:30][C:31]([O:32][C:33]2[CH:34]=[CH:35][C:36]([N:39]3[C@@H:43]([C:44]4[CH:49]=[CH:48][CH:47]=[C:46]([C:50]([F:52])([F:51])[F:53])[CH:45]=4)[CH2:42][N:41]([CH2:2][CH2:3][CH2:4][S:5]([N:8]([CH2:9][C:10]4[CH:15]=[CH:14][C:13]([O:16][CH3:17])=[CH:12][CH:11]=4)[CH2:18][C:19]4[CH:24]=[CH:23][C:22]([O:25][CH3:26])=[CH:21][CH:20]=4)(=[O:7])=[O:6])[C:40]3=[O:54])=[CH:37][CH:38]=2)=[CH:55][CH:56]=1. The yield is 0.820. (3) The reactants are Cl.Cl[CH2:3][CH2:4][N:5]1[CH2:9][CH2:8][CH2:7][CH2:6]1.[Br:10][C:11]1[CH:12]=[C:13]([SH:17])[CH:14]=[CH:15][CH:16]=1.C(=O)([O-])[O-].[K+].[K+]. The catalyst is C(#N)C. The product is [Br:10][C:11]1[CH:12]=[C:13]([S:17][CH2:3][CH2:4][N:5]2[CH2:9][CH2:8][CH2:7][CH2:6]2)[CH:14]=[CH:15][CH:16]=1. The yield is 0.320. (4) The reactants are [Cl:1][C:2]1[CH:3]=[CH:4][C:5]2[N:6]([N:8]=[C:9]([CH3:11])[N:10]=2)[CH:7]=1.C1C(=O)N([Br:19])C(=O)C1. The catalyst is C(Cl)(Cl)(Cl)Cl. The product is [Br:19][CH2:11][C:9]1[N:10]=[C:5]2[CH:4]=[CH:3][C:2]([Cl:1])=[CH:7][N:6]2[N:8]=1. The yield is 0.0900.